From a dataset of Catalyst prediction with 721,799 reactions and 888 catalyst types from USPTO. Predict which catalyst facilitates the given reaction. (1) Reactant: [S:1]1[CH:5]=[CH:4][N:3]=[CH:2]1.C([Li])CCC.[CH3:11][O:12][C:13]1[CH:14]=[C:15]2[C:20](=[CH:21][C:22]=1[O:23][CH3:24])[N:19]=[CH:18][CH:17]=[C:16]2[O:25][C:26]1[CH:33]=[CH:32][C:31]([O:34][CH3:35])=[CH:30][C:27]=1[CH:28]=[O:29].[Cl-].[NH4+]. Product: [CH3:11][O:12][C:13]1[CH:14]=[C:15]2[C:20](=[CH:21][C:22]=1[O:23][CH3:24])[N:19]=[CH:18][CH:17]=[C:16]2[O:25][C:26]1[CH:33]=[CH:32][C:31]([O:34][CH3:35])=[CH:30][C:27]=1[CH:28]([C:2]1[S:1][CH:5]=[CH:4][N:3]=1)[OH:29]. The catalyst class is: 7. (2) Reactant: [OH:1][C:2]1[CH:9]=[C:8]([OH:10])[CH:7]=[CH:6][C:3]=1[CH:4]=[O:5].C1(P(C2C=CC=CC=2)C2C=CC=CC=2)C=CC=CC=1.[O:30]1[CH2:35][CH2:34][O:33][C:32]2[CH:36]=[C:37]([C:40]3[C:41]([CH3:48])=[C:42]([CH2:46]O)[CH:43]=[CH:44][CH:45]=3)[CH:38]=[CH:39][C:31]1=2.N(C(OC(C)C)=O)=NC(OC(C)C)=O. Product: [O:30]1[CH2:35][CH2:34][O:33][C:32]2[CH:36]=[C:37]([C:40]3[C:41]([CH3:48])=[C:42]([CH:43]=[CH:44][CH:45]=3)[CH2:46][O:10][C:8]3[CH:7]=[CH:6][C:3]([CH:4]=[O:5])=[C:2]([OH:1])[CH:9]=3)[CH:38]=[CH:39][C:31]1=2. The catalyst class is: 7. (3) Reactant: [Cl:1][C:2]1[S:9][C:8]2[CH:7]=[C:6]([C:10]([NH:12][C@@H:13]3[CH2:21][C:20]4[C:15](=[CH:16][CH:17]=[CH:18][CH:19]=4)[C@H:14]3[N:22]([CH3:36])[C:23](=[O:35])[C@@H:24]([OH:34])[CH2:25][NH:26]C(=O)OC(C)(C)C)=[O:11])[NH:5][C:4]=2[C:3]=1[Cl:37].Cl.O1CCOCC1. Product: [ClH:1].[NH2:26][CH2:25][C@H:24]([OH:34])[C:23]([N:22]([CH3:36])[C@@H:14]1[C:15]2[C:20](=[CH:19][CH:18]=[CH:17][CH:16]=2)[CH2:21][C@H:13]1[NH:12][C:10]([C:6]1[NH:5][C:4]2[C:3]([Cl:37])=[C:2]([Cl:1])[S:9][C:8]=2[CH:7]=1)=[O:11])=[O:35]. The catalyst class is: 2. (4) Reactant: [CH3:1]N(C(ON1N=NC2C=CC=CC1=2)=[N+](C)C)C.[B-](F)(F)(F)F.[CH:23]1([C:29]2[C:30]3[CH:31]=[CH:32][C:33]([C:50]([O:52]C)=[O:51])=[CH:34][C:35]=3[N:36]3[CH:42]=[C:41]([C:43](O)=[O:44])[CH2:40][C:39]4[CH:46]=[CH:47][CH:48]=[CH:49][C:38]=4[C:37]=23)[CH2:28][CH2:27][CH2:26][CH2:25][CH2:24]1.[NH:54]1[CH2:59][CH2:58][O:57][CH2:56][CH2:55]1.C(N(CC)C(C)C)(C)C. Product: [CH3:1][C:49]1[C:38]2[C:37]3=[C:29]([CH:23]4[CH2:28][CH2:27][CH2:26][CH2:25][CH2:24]4)[C:30]4[CH:31]=[CH:32][C:33]([C:50]([OH:52])=[O:51])=[CH:34][C:35]=4[N:36]3[CH:42]=[C:41]([C:43]([N:54]3[CH2:59][CH2:58][O:57][CH2:56][CH2:55]3)=[O:44])[CH2:40][C:39]=2[CH:46]=[CH:47][CH:48]=1. The catalyst class is: 3. (5) Reactant: [NH2:1][C:2]1[C:7]([NH2:8])=[C:6]([NH:9][C@@H:10]2[C@@H:15]3[CH2:16][C@@H:12]([CH:13]=[CH:14]3)[C@@H:11]2[C:17]([NH2:19])=[O:18])[C:5]([Br:20])=[CH:4][N:3]=1.[CH3:21][N:22]([CH3:31])[C:23]1[CH:30]=[CH:29][C:26]([CH:27]=O)=[CH:25][CH:24]=1.C([O-])(=O)C.[NH4+]. Product: [Br:20][C:5]1[C:6]([NH:9][C@@H:10]2[C@@H:15]3[CH2:16][C@@H:12]([CH:13]=[CH:14]3)[C@@H:11]2[C:17]([NH2:19])=[O:18])=[C:7]2[N:8]=[C:27]([C:26]3[CH:29]=[CH:30][C:23]([N:22]([CH3:31])[CH3:21])=[CH:24][CH:25]=3)[NH:1][C:2]2=[N:3][CH:4]=1. The catalyst class is: 8. (6) Reactant: C([Li])CCC.Br[C:7]1[C:11]2[CH:12]=[CH:13][CH:14]=[CH:15][C:10]=2[O:9][CH:8]=1.[CH:16]([N:29]1[CH2:32][C:31](=[O:33])[CH2:30]1)([C:23]1[CH:28]=[CH:27][CH:26]=[CH:25][CH:24]=1)[C:17]1[CH:22]=[CH:21][CH:20]=[CH:19][CH:18]=1.O. Product: [CH:16]([N:29]1[CH2:32][C:31]([C:8]2[O:9][C:10]3[CH:15]=[CH:14][CH:13]=[CH:12][C:11]=3[CH:7]=2)([OH:33])[CH2:30]1)([C:23]1[CH:28]=[CH:27][CH:26]=[CH:25][CH:24]=1)[C:17]1[CH:18]=[CH:19][CH:20]=[CH:21][CH:22]=1. The catalyst class is: 1. (7) Reactant: [Cl:1][C:2]1[CH:3]=[C:4]([S:8]([NH2:11])(=[O:10])=[O:9])[CH:5]=[CH:6][CH:7]=1.N(CCCC)=[C:13]=[O:14].ClC(Cl)(OC(=O)OC(Cl)(Cl)Cl)Cl. Product: [Cl:1][C:2]1[CH:3]=[C:4]([S:8]([N:11]=[C:13]=[O:14])(=[O:9])=[O:10])[CH:5]=[CH:6][CH:7]=1. The catalyst class is: 11. (8) Reactant: [Cl:1][C:2]1[CH:22]=[C:21]([Cl:23])[CH:20]=[CH:19][C:3]=1[CH2:4][C:5]1[C:6](=[O:18])[NH:7][C:8]2[C:13]([C:14]=1[CH3:15])=[C:12]([OH:16])[CH:11]=[CH:10][C:9]=2[F:17].CN(C)C=O.C(=O)([O-])[O-].[K+].[K+].[CH3:35][O:36][C:37](=[O:41])[C@@H:38](Cl)[CH3:39]. Product: [CH3:35][O:36][C:37](=[O:41])[C@H:38]([O:16][C:12]1[CH:11]=[CH:10][C:9]([F:17])=[C:8]2[C:13]=1[C:14]([CH3:15])=[C:5]([CH2:4][C:3]1[CH:19]=[CH:20][C:21]([Cl:23])=[CH:22][C:2]=1[Cl:1])[C:6](=[O:18])[NH:7]2)[CH3:39]. The catalyst class is: 6.